From a dataset of Reaction yield outcomes from USPTO patents with 853,638 reactions. Predict the reaction yield, written as a fraction of the theoretical maximum amount of product (1.0 means a 100% yield; for example, 0.34 means a 34% yield). (1) The reactants are Cl[C:2]1[N:11]=[CH:10][C:9]2[N:8]([CH3:12])[C:7](=[O:13])[CH2:6][N:5]([CH:14]([CH3:16])[CH3:15])[C:4]=2[N:3]=1.[NH2:17][C:18]1[CH:19]=[C:20]([S:27]([NH2:30])(=[O:29])=[O:28])[CH:21]=[C:22]([N+:24]([O-:26])=[O:25])[CH:23]=1. No catalyst specified. The product is [CH:14]([N:5]1[C:4]2[N:3]=[C:2]([NH:17][C:18]3[CH:19]=[C:20]([S:27]([NH2:30])(=[O:29])=[O:28])[CH:21]=[C:22]([N+:24]([O-:26])=[O:25])[CH:23]=3)[N:11]=[CH:10][C:9]=2[N:8]([CH3:12])[C:7](=[O:13])[CH2:6]1)([CH3:16])[CH3:15]. The yield is 0.720. (2) The reactants are [C:1]1([S:11]([C:14]2[C:22]3[C:17](=[CH:18][CH:19]=[C:20]([NH2:23])[CH:21]=3)[NH:16][N:15]=2)(=[O:13])=[O:12])[C:10]2[C:5](=[CH:6][CH:7]=[CH:8][CH:9]=2)[CH:4]=[CH:3][CH:2]=1.C1(S[C:35]2[C:43]3C(=CC=C([N+]([O-])=O)C=3)N[N:36]=2)C2C(=CC=CC=2)C=CC=1.[Cl:47]C1C=C(C=CC=1)C(OO)=O.[Sn].[OH-].[Na+].C([O-])([O-])=O.[Na+].[Na+]. The catalyst is C(Cl)(Cl)Cl.CCOC(C)=O.CO.Cl.C(Cl)Cl. The product is [ClH:47].[ClH:47].[C:1]1([S:11]([C:14]2[C:22]3[C:17](=[CH:18][CH:19]=[C:20]([NH:23][CH2:43][CH2:35][NH2:36])[CH:21]=3)[NH:16][N:15]=2)(=[O:13])=[O:12])[C:10]2[C:5](=[CH:6][CH:7]=[CH:8][CH:9]=2)[CH:4]=[CH:3][CH:2]=1. The yield is 0.450. (3) The reactants are [CH2:1]([O:3][P:4](Cl)([O:6][CH2:7][CH3:8])=[O:5])[CH3:2].[OH:10][CH2:11][CH2:12][C:13]1[CH:18]=[CH:17][C:16]([O:19][C:20](=[O:43])[CH2:21][C:22]2[C:30]3[C:25](=[CH:26][CH:27]=[C:28]([O:31][CH3:32])[CH:29]=3)[N:24]([C:33](=[O:41])[C:34]3[CH:39]=[CH:38][C:37]([Cl:40])=[CH:36][CH:35]=3)[C:23]=2[CH3:42])=[CH:15][CH:14]=1.CCN(C(C)C)C(C)C. The catalyst is ClCCl.CN(C1C=CN=CC=1)C. The product is [CH2:1]([O:3][P:4]([O:6][CH2:7][CH3:8])([O:10][CH2:11][CH2:12][C:13]1[CH:14]=[CH:15][C:16]([O:19][C:20](=[O:43])[CH2:21][C:22]2[C:30]3[C:25](=[CH:26][CH:27]=[C:28]([O:31][CH3:32])[CH:29]=3)[N:24]([C:33](=[O:41])[C:34]3[CH:35]=[CH:36][C:37]([Cl:40])=[CH:38][CH:39]=3)[C:23]=2[CH3:42])=[CH:17][CH:18]=1)=[O:5])[CH3:2]. The yield is 0.820. (4) The reactants are Br[C:2]1[CH:7]=[CH:6][N:5]=[C:4]([NH:8][C:9](=[O:15])[O:10][C:11]([CH3:14])([CH3:13])[CH3:12])[C:3]=1[CH:16]=[O:17].[Cl:18][C:19]1[CH:24]=[CH:23][C:22](B(O)O)=[C:21]([F:28])[CH:20]=1.C(=O)([O-])[O-].[Cs+].[Cs+]. The catalyst is C1COCC1.O.C1C=CC([P]([Pd]([P](C2C=CC=CC=2)(C2C=CC=CC=2)C2C=CC=CC=2)([P](C2C=CC=CC=2)(C2C=CC=CC=2)C2C=CC=CC=2)[P](C2C=CC=CC=2)(C2C=CC=CC=2)C2C=CC=CC=2)(C2C=CC=CC=2)C2C=CC=CC=2)=CC=1. The product is [Cl:18][C:19]1[CH:24]=[CH:23][C:22]([C:2]2[CH:7]=[CH:6][N:5]=[C:4]([NH:8][C:9](=[O:15])[O:10][C:11]([CH3:14])([CH3:13])[CH3:12])[C:3]=2[CH:16]=[O:17])=[C:21]([F:28])[CH:20]=1. The yield is 0.350. (5) The reactants are [F:1][C:2]1[C:3]([I:11])=[C:4]([N+:8]([O-])=O)[CH:5]=[CH:6][CH:7]=1.C(O)C.[ClH:15].C(=O)([O-])[O-].[Na+].[Na+]. The catalyst is [Fe].C(OCC)(=O)C. The product is [ClH:15].[F:1][C:2]1[C:3]([I:11])=[C:4]([CH:5]=[CH:6][CH:7]=1)[NH2:8]. The yield is 0.180. (6) The reactants are [Cl:1][C:2]1[CH:3]=[CH:4][C:5]([F:9])=[C:6]([CH:8]=1)[NH2:7].[N:10]([O-])=O.[Na+].[Sn](Cl)Cl. The catalyst is O.Cl. The product is [Cl:1][C:2]1[CH:3]=[CH:4][C:5]([F:9])=[C:6]([NH:7][NH2:10])[CH:8]=1. The yield is 0.830. (7) The reactants are [Cl:1][C:2]1[CH:7]=[CH:6][C:5]([C:8](=[N:14]OC)[CH2:9][CH2:10][C:11](O)=[O:12])=[CH:4][CH:3]=1.B.O1CCCC1.O. The catalyst is O1CCCC1. The product is [NH2:14][CH:8]([C:5]1[CH:4]=[CH:3][C:2]([Cl:1])=[CH:7][CH:6]=1)[CH2:9][CH2:10][CH2:11][OH:12]. The yield is 0.730. (8) The reactants are FC(F)(F)C([O-])=O.[F:8][C:9]1[C:10]([C:25]([NH:27][CH3:28])=[O:26])=[CH:11][C:12]2[NH:16][C:15](=[O:17])[N:14]([CH:18]3[CH2:23][CH2:22][NH2+:21][CH2:20][CH2:19]3)[C:13]=2[CH:24]=1.Cl[CH2:30][C:31]([CH:33]1[CH2:38][CH2:37][CH:36]([C:39]([F:42])([F:41])[F:40])[CH2:35][CH2:34]1)=[O:32]. The catalyst is CN(C=O)C.O. The product is [F:8][C:9]1[C:10]([C:25]([NH:27][CH3:28])=[O:26])=[CH:11][C:12]2[NH:16][C:15](=[O:17])[N:14]([CH:18]3[CH2:19][CH2:20][N:21]([CH2:30][C:31](=[O:32])[CH:33]4[CH2:34][CH2:35][CH:36]([C:39]([F:40])([F:41])[F:42])[CH2:37][CH2:38]4)[CH2:22][CH2:23]3)[C:13]=2[CH:24]=1. The yield is 0.248.